From a dataset of Reaction yield outcomes from USPTO patents with 853,638 reactions. Predict the reaction yield, written as a fraction of the theoretical maximum amount of product (1.0 means a 100% yield; for example, 0.34 means a 34% yield). The reactants are Br[C:2]1[CH:3]=[C:4]([N:8]([CH3:17])[C:9]([NH:11][CH2:12][CH2:13][CH2:14][CH2:15][CH3:16])=[O:10])[CH:5]=[CH:6][CH:7]=1.C[Li].C([Li])(C)(C)C.[B:25](OC)([O:28]C)[O:26]C. The catalyst is O1CCCC1.CCCCC. The product is [CH3:17][N:8]([C:4]1[CH:3]=[C:2]([B:25]([OH:28])[OH:26])[CH:7]=[CH:6][CH:5]=1)[C:9]([NH:11][CH2:12][CH2:13][CH2:14][CH2:15][CH3:16])=[O:10]. The yield is 0.390.